From a dataset of Forward reaction prediction with 1.9M reactions from USPTO patents (1976-2016). Predict the product of the given reaction. (1) Given the reactants Br[C:2]1[C:3](=[O:10])[N:4]([CH3:9])[N:5]=[C:6]([Cl:8])[CH:7]=1.[NH2:11][C:12]1[N:17]=[CH:16][C:15]([CH:18]2[CH2:23][CH2:22][N:21]([C:24]([O:26][C:27]([CH3:30])([CH3:29])[CH3:28])=[O:25])[CH2:20][CH2:19]2)=[CH:14][CH:13]=1.CC1(C)C2C(=C(P(C3C=CC=CC=3)C3C=CC=CC=3)C=CC=2)OC2C(P(C3C=CC=CC=3)C3C=CC=CC=3)=CC=CC1=2.C(=O)([O-])[O-].[Cs+].[Cs+], predict the reaction product. The product is: [Cl:8][C:6]1[CH:7]=[C:2]([NH:11][C:12]2[N:17]=[CH:16][C:15]([CH:18]3[CH2:23][CH2:22][N:21]([C:24]([O:26][C:27]([CH3:30])([CH3:29])[CH3:28])=[O:25])[CH2:20][CH2:19]3)=[CH:14][CH:13]=2)[C:3](=[O:10])[N:4]([CH3:9])[N:5]=1. (2) Given the reactants Br[C:2]1[CH:7]=[C:6]([CH3:8])[C:5]([C:9]2[C:10](=[O:24])[CH2:11][CH:12]([CH2:17][CH:18]3[CH2:23][CH2:22][O:21][CH2:20][CH2:19]3)[CH2:13][C:14]=2[O:15][CH3:16])=[C:4]([CH3:25])[CH:3]=1.[F-].[Cs+].[CH2:28]([Sn](CCCC)(CCCC)C#C)[CH2:29]CC, predict the reaction product. The product is: [C:28]([C:2]1[CH:7]=[C:6]([CH3:8])[C:5]([C:9]2[C:10](=[O:24])[CH2:11][CH:12]([CH2:17][CH:18]3[CH2:23][CH2:22][O:21][CH2:20][CH2:19]3)[CH2:13][C:14]=2[O:15][CH3:16])=[C:4]([CH3:25])[CH:3]=1)#[CH:29]. (3) Given the reactants [Cl:1][C:2]1[CH:7]=[C:6](F)[CH:5]=[CH:4][C:3]=1[S:9]([C@H:12]1[CH2:16][N:15]([C:17]2[N:21]([CH:22]3[CH2:27][CH2:26][O:25][CH2:24][CH2:23]3)[N:20]=[C:19]([CH3:28])[CH:18]=2)[C@H:14]([C:29]([NH:31][C:32]2([C:35]#[N:36])[CH2:34][CH2:33]2)=[O:30])[CH2:13]1)(=[O:11])=[O:10].[C:37]([N:41]1[CH2:46][CH2:45][NH:44][CH2:43][CH2:42]1)([CH3:40])([CH3:39])[CH3:38], predict the reaction product. The product is: [C:35]([C:32]1([NH:31][C:29]([C@@H:14]2[CH2:13][C@@H:12]([S:9]([C:3]3[CH:4]=[CH:5][C:6]([N:44]4[CH2:45][CH2:46][N:41]([C:37]([CH3:40])([CH3:39])[CH3:38])[CH2:42][CH2:43]4)=[CH:7][C:2]=3[Cl:1])(=[O:11])=[O:10])[CH2:16][N:15]2[C:17]2[N:21]([CH:22]3[CH2:27][CH2:26][O:25][CH2:24][CH2:23]3)[N:20]=[C:19]([CH3:28])[CH:18]=2)=[O:30])[CH2:34][CH2:33]1)#[N:36]. (4) The product is: [CH3:22][O:21][C:19](=[O:20])[C:18]1[CH:23]=[CH:24][C:15]([O:11][C:8]2[CH:7]=[CH:6][C:5]([C:4]([F:12])([F:13])[F:3])=[CH:10][CH:9]=2)=[N:16][CH:17]=1. Given the reactants [H-].[Na+].[F:3][C:4]([F:13])([F:12])[C:5]1[CH:10]=[CH:9][C:8]([OH:11])=[CH:7][CH:6]=1.Cl[C:15]1[CH:24]=[CH:23][C:18]([C:19]([O:21][CH3:22])=[O:20])=[CH:17][N:16]=1, predict the reaction product. (5) Given the reactants [C:1]([O:5][C:6]([N:8]1[C:12]2=[N:13][CH:14]=[C:15]([O:17][CH2:18][C:19]3[CH:24]=[CH:23][CH:22]=[CH:21][CH:20]=3)[CH:16]=[C:11]2[CH:10]=[C:9]1[C:25]([OH:27])=[O:26])=[O:7])([CH3:4])([CH3:3])[CH3:2].[H-].[Na+].[CH3:30]I, predict the reaction product. The product is: [CH3:30][O:26][C:25]([C:9]1[N:8]([C:6]([O:5][C:1]([CH3:4])([CH3:2])[CH3:3])=[O:7])[C:12]2=[N:13][CH:14]=[C:15]([O:17][CH2:18][C:19]3[CH:20]=[CH:21][CH:22]=[CH:23][CH:24]=3)[CH:16]=[C:11]2[CH:10]=1)=[O:27]. (6) The product is: [Si:1]([C@@:8]1([OH:31])[C@@H:12]([CH2:13][O:14][Si:15]([C:18]([CH3:19])([CH3:20])[CH3:21])([CH3:17])[CH3:16])[O:11][C@@H:10]([N:22]2[CH:30]=[C:28]([CH3:29])[C:26](=[O:27])[N:25]([C:37]([O:36][C:32]([CH3:35])([CH3:34])[CH3:33])=[O:38])[C:23]2=[O:24])[CH2:9]1)([C:4]([CH3:5])([CH3:6])[CH3:7])([CH3:2])[CH3:3]. Given the reactants [Si:1]([C@@:8]1([OH:31])[C@@H:12]([CH2:13][O:14][Si:15]([C:18]([CH3:21])([CH3:20])[CH3:19])([CH3:17])[CH3:16])[O:11][C@@H:10]([N:22]2[CH:30]=[C:28]([CH3:29])[C:26](=[O:27])[NH:25][C:23]2=[O:24])[CH2:9]1)([C:4]([CH3:7])([CH3:6])[CH3:5])([CH3:3])[CH3:2].[C:32]([O:36][C:37](O[C:37]([O:36][C:32]([CH3:35])([CH3:34])[CH3:33])=[O:38])=[O:38])([CH3:35])([CH3:34])[CH3:33], predict the reaction product. (7) Given the reactants [F:1][CH:2]([F:15])[O:3][C:4]1[CH:5]=[CH:6][C:7]([NH:13][NH2:14])=[C:8]([N+:10]([O-:12])=[O:11])[CH:9]=1.[C:16](OC(=O)C)(=[O:18])[CH3:17].N1C=CC=CC=1, predict the reaction product. The product is: [C:16]([NH:14][NH:13][C:7]1[CH:6]=[CH:5][C:4]([O:3][CH:2]([F:15])[F:1])=[CH:9][C:8]=1[N+:10]([O-:12])=[O:11])(=[O:18])[CH3:17].